This data is from Full USPTO retrosynthesis dataset with 1.9M reactions from patents (1976-2016). The task is: Predict the reactants needed to synthesize the given product. (1) Given the product [BrH:1].[BrH:1].[F:54][C:3]1([F:2])[CH2:4][CH2:5][CH:6]([C:9]2[C:18]3[C@@H:17]([OH:19])[CH2:16][C:15]([CH3:21])([CH3:20])[CH2:14][C:13]=3[N:12]=[C:11]([CH:22]3[CH2:27][CH2:26][N:25]([C:28]4[N:29]=[CH:30][C:31]([O:34][CH2:35][CH2:36][CH2:37][S:38]([CH3:41])(=[O:39])=[O:40])=[CH:32][N:33]=4)[CH2:24][CH2:23]3)[C:10]=2[C@@H:42]([F:53])[C:43]2[CH:44]=[CH:45][C:46]([C:49]([F:52])([F:51])[F:50])=[CH:47][CH:48]=2)[CH2:7][CH2:8]1, predict the reactants needed to synthesize it. The reactants are: [BrH:1].[F:2][C:3]1([F:54])[CH2:8][CH2:7][CH:6]([C:9]2[C:18]3[C@@H:17]([OH:19])[CH2:16][C:15]([CH3:21])([CH3:20])[CH2:14][C:13]=3[N:12]=[C:11]([CH:22]3[CH2:27][CH2:26][N:25]([C:28]4[N:33]=[CH:32][C:31]([O:34][CH2:35][CH2:36][CH2:37][S:38]([CH3:41])(=[O:40])=[O:39])=[CH:30][N:29]=4)[CH2:24][CH2:23]3)[C:10]=2[C@@H:42]([F:53])[C:43]2[CH:48]=[CH:47][C:46]([C:49]([F:52])([F:51])[F:50])=[CH:45][CH:44]=2)[CH2:5][CH2:4]1. (2) Given the product [Cl:1][CH:2]([CH2:8][C:3]1[CH:5]=[CH:6][CH:7]=[CH:8][C:2]=1[Cl:1])[CH:3]=[O:13], predict the reactants needed to synthesize it. The reactants are: [Cl:1][C:2]1[CH:8]=[CH:7][CH:6]=[CH:5][C:3]=1N.N([O-])=O.[Na+].[O-2:13].[Ca+2]. (3) Given the product [NH2:8][C:4]1[CH:3]=[C:2]([C:29]2[CH:30]=[CH:31][C:26]([S:23]([N:20]3[CH2:21][CH2:22][C:16]4([O:15][CH2:14][C:13](=[O:41])[N:12]([CH:9]5[CH2:10][CH2:11]5)[CH2:17]4)[CH2:18][CH2:19]3)(=[O:25])=[O:24])=[CH:27][CH:28]=2)[CH:7]=[CH:6][N:5]=1, predict the reactants needed to synthesize it. The reactants are: Br[C:2]1[CH:7]=[CH:6][N:5]=[C:4]([NH2:8])[CH:3]=1.[CH:9]1([N:12]2[CH2:17][C:16]3([CH2:22][CH2:21][N:20]([S:23]([C:26]4[CH:31]=[CH:30][C:29](B5OC(C)(C)C(C)(C)O5)=[CH:28][CH:27]=4)(=[O:25])=[O:24])[CH2:19][CH2:18]3)[O:15][CH2:14][C:13]2=[O:41])[CH2:11][CH2:10]1.